Binary Classification. Given a T-cell receptor sequence (or CDR3 region) and an epitope sequence, predict whether binding occurs between them. From a dataset of TCR-epitope binding with 47,182 pairs between 192 epitopes and 23,139 TCRs. The epitope is TLVPQEHYV. The TCR CDR3 sequence is CASSLEFGTDSPLHF. Result: 0 (the TCR does not bind to the epitope).